From a dataset of Forward reaction prediction with 1.9M reactions from USPTO patents (1976-2016). Predict the product of the given reaction. (1) Given the reactants Cl[C:2]1[CH:3]=[C:4]([CH3:17])[C:5]2[CH2:6][N:7]([CH3:16])[CH2:8][CH:9]([CH:13]3[CH2:15][CH2:14]3)[O:10][C:11]=2[N:12]=1.[CH3:18][O:19][C:20]1[N:25]=[C:24]([NH2:26])[CH:23]=[CH:22][C:21]=1[C:27]1[CH:28]=[N:29][N:30]([CH3:32])[CH:31]=1.C(=O)([O-])[O-].[Cs+].[Cs+], predict the reaction product. The product is: [CH:13]1([CH:9]2[CH2:8][N:7]([CH3:16])[CH2:6][C:5]3[C:4]([CH3:17])=[CH:3][C:2]([NH:26][C:24]4[CH:23]=[CH:22][C:21]([C:27]5[CH:28]=[N:29][N:30]([CH3:32])[CH:31]=5)=[C:20]([O:19][CH3:18])[N:25]=4)=[N:12][C:11]=3[O:10]2)[CH2:15][CH2:14]1. (2) Given the reactants COC1C=CC(/C=[C:16]2/[C:17]([NH:19][C:20]([S:22]/2)=[NH:21])=[O:18])=CC=1OC1CCCC1.C(O[Na])(C)=O.[CH:28]([C:30]1[N:31]=[C:32]2[C:37](=[CH:38][CH:39]=1)[N:36]=[CH:35][C:34]([C:40]#[N:41])=[CH:33]2)=O, predict the reaction product. The product is: [NH2:21][C:20]1[S:22][C:16](=[CH:28][C:30]2[N:31]=[C:32]3[C:37](=[CH:38][CH:39]=2)[N:36]=[CH:35][C:34]([C:40]#[N:41])=[CH:33]3)[C:17](=[O:18])[N:19]=1. (3) Given the reactants C[Zn]C.[CH:4]([Mg]Br)=[CH2:5].[F:8][C:9]1[CH:10]=[C:11]([CH:20]=[C:21]([CH2:23][F:24])[CH:22]=1)/[CH:12]=[N:13]/[S@@:14]([C:16]([CH3:19])([CH3:18])[CH3:17])=[O:15], predict the reaction product. The product is: [F:8][C:9]1[CH:10]=[C:11]([C@H:12]([NH:13][S@@:14]([C:16]([CH3:19])([CH3:18])[CH3:17])=[O:15])[CH:4]=[CH2:5])[CH:20]=[C:21]([CH2:23][F:24])[CH:22]=1.